This data is from Peptide-MHC class II binding affinity with 134,281 pairs from IEDB. The task is: Regression. Given a peptide amino acid sequence and an MHC pseudo amino acid sequence, predict their binding affinity value. This is MHC class II binding data. (1) The peptide sequence is APTGMFVAAAKYMVI. The MHC is DRB1_1602 with pseudo-sequence DRB1_1602. The binding affinity (normalized) is 0.451. (2) The peptide sequence is GRHLIFCHSKRKCDELATKL. The MHC is DRB1_1501 with pseudo-sequence DRB1_1501. The binding affinity (normalized) is 0. (3) The MHC is DRB1_0802 with pseudo-sequence DRB1_0802. The binding affinity (normalized) is 0. The peptide sequence is DIIFDIYFAILMMSC. (4) The peptide sequence is GTKGEAKDVIPEGWK. The MHC is DRB1_0301 with pseudo-sequence DRB1_0301. The binding affinity (normalized) is 0. (5) The peptide sequence is NKYLEEHPSAGKDPK. The MHC is DRB1_0901 with pseudo-sequence DRB1_0901. The binding affinity (normalized) is 0.168. (6) The peptide sequence is MLTLFILIITSTIKA. The MHC is DRB1_0901 with pseudo-sequence DRB1_0901. The binding affinity (normalized) is 0.349.